Dataset: Orexin1 receptor HTS with 218,158 compounds and 233 confirmed actives. Task: Binary Classification. Given a drug SMILES string, predict its activity (active/inactive) in a high-throughput screening assay against a specified biological target. (1) The molecule is o1nccc1C(=N/OC(=O)Nc1ccccc1)/N. The result is 0 (inactive). (2) The molecule is O(CC(=O)Nc1ccc(cc1)C(OC)=O)c1c(OC)cccc1. The result is 0 (inactive).